From a dataset of Reaction yield outcomes from USPTO patents with 853,638 reactions. Predict the reaction yield, written as a fraction of the theoretical maximum amount of product (1.0 means a 100% yield; for example, 0.34 means a 34% yield). (1) The reactants are [N+:1]([C:4]1[CH:5]=[CH:6][C:7]2[N:8]([CH:10]=[C:11]([C:13]([O:15][CH2:16][CH3:17])=[O:14])[N:12]=2)[CH:9]=1)([O-])=O.[H][H]. The catalyst is CCO.[Pd]. The product is [NH2:1][C:4]1[CH:5]=[CH:6][C:7]2[N:8]([CH:10]=[C:11]([C:13]([O:15][CH2:16][CH3:17])=[O:14])[N:12]=2)[CH:9]=1. The yield is 0.480. (2) No catalyst specified. The product is [F:1][C:2]1[CH:3]=[CH:4][C:5]2[N:9]=[C:8]([C@@H:10]([NH2:12])[CH3:11])[N:7]([C:16]3[CH:17]=[N:18][CH:19]=[CH:20][CH:21]=3)[C:6]=2[CH:22]=1. The reactants are [F:1][C:2]1[CH:3]=[CH:4][C:5]2[N:9]=[C:8]([C@@H:10]([NH:12]C(=O)C)[CH3:11])[N:7]([C:16]3[CH:17]=[N:18][CH:19]=[CH:20][CH:21]=3)[C:6]=2[CH:22]=1.Cl. The yield is 0.750. (3) The reactants are [CH3:1][S:2][CH2:3][CH2:4][NH2:5].[Cl:6][C:7]1[CH:8]=[C:9]([CH:25]=[CH:26][CH:27]=1)[CH2:10][C:11]1[C:12]([CH3:24])=[N:13][C:14]2[N:15]([N:18]=[CH:19][C:20]=2[C:21](O)=[O:22])[C:16]=1[CH3:17]. No catalyst specified. The product is [Cl:6][C:7]1[CH:8]=[C:9]([CH:25]=[CH:26][CH:27]=1)[CH2:10][C:11]1[C:12]([CH3:24])=[N:13][C:14]2[N:15]([N:18]=[CH:19][C:20]=2[C:21]([NH:5][CH2:4][CH2:3][S:2][CH3:1])=[O:22])[C:16]=1[CH3:17]. The yield is 0.340. (4) The product is [CH3:1][O:2][C:3](=[O:31])[C@@H:4]([NH2:23])[CH2:5][C:6]1[CH:7]=[CH:8][C:9]([NH:12][C:13]2[C:22]3[C:17](=[CH:18][N:19]=[CH:20][CH:21]=3)[CH:16]=[CH:15][N:14]=2)=[CH:10][CH:11]=1. The catalyst is ClCCl. The yield is 1.00. The reactants are [CH3:1][O:2][C:3](=[O:31])[C@@H:4]([NH:23]C(OC(C)(C)C)=O)[CH2:5][C:6]1[CH:11]=[CH:10][C:9]([NH:12][C:13]2[C:22]3[C:17](=[CH:18][N:19]=[CH:20][CH:21]=3)[CH:16]=[CH:15][N:14]=2)=[CH:8][CH:7]=1.FC(F)(F)C(O)=O. (5) The reactants are [OH:1][C:2]1[CH:7]=[CH:6][CH:5]=[CH:4][C:3]=1[C:8]1[N:17]=[C:16]([N:18]2[CH2:23][CH2:22][CH2:21][C@@H:20]([CH2:24][NH:25][C:26](=[O:33])[O:27][C@H:28]3[CH2:32][CH2:31][O:30][CH2:29]3)[CH2:19]2)[C:15]2[C:10](=[CH:11][C:12]([CH3:34])=[CH:13][CH:14]=2)[N:9]=1.[ClH:35]. The catalyst is C(Cl)Cl.CCOCC. The product is [ClH:35].[OH:1][C:2]1[CH:7]=[CH:6][CH:5]=[CH:4][C:3]=1[C:8]1[N:17]=[C:16]([N:18]2[CH2:23][CH2:22][CH2:21][C@@H:20]([CH2:24][NH:25][C:26](=[O:33])[O:27][C@H:28]3[CH2:32][CH2:31][O:30][CH2:29]3)[CH2:19]2)[C:15]2[C:10](=[CH:11][C:12]([CH3:34])=[CH:13][CH:14]=2)[N:9]=1. The yield is 0.860.